This data is from B-cell epitopes from IEDB database with 3,159 antigens for binding position prediction. The task is: Token-level Classification. Given an antigen amino acid sequence, predict which amino acid positions are active epitope sites capable of antibody binding. Output is a list of indices for active positions. (1) Given the antigen sequence: MLEPFQILSICSFILSALHFMAWTIGHLNQIKRGINMKIRIKGPNKETINREVSILRHSYQKEIQAKEAMKEVLSDNMEVLSDHIVIEGLSAEEIIKMGETVLEVEELH, which amino acid positions are active epitope sites? The epitope positions are: [0, 1, 2, 3, 4, 5, 6, 7]. The amino acids at these positions are: MLEPFQIL. (2) Given the antigen sequence: MRVKGIMRNCQHLWIWGTMLFGMWMICSAVEQLWVTVYYGVPVWKEATTTLFCASDAKAYSTEAHNVWATHACVPTDPNPQEVILGNVTENFNMWKNNMVEQMHEDIISLWDQSLKPCVKLTPLCVTLNCIDKNITDWKNTTIIGGGEVKNCSFNITTSRRDKVHKEYALFYKLDVVPIKGDNNSSRYRLINCNTSVITQACPKVSFEPIPIHYCAPAGFAILKCNDKKFNGTGPCTNVSTVQCTHGIRPVVSTQLLLNGSLAEEEIVIRSENFTDNAKTIIVHLNESVEINCTRPYNNVRRSLSIGPGRAFRTREIIGIIRQAHCNISRAKWNNTLKQIVEKLREQFKNKTIVFNHSSGGDPEIVTHSFNCGGEFFYCNSTQLFNSTWNGTDIKGDNKNSTLITLPCRIKQIINMWQGVGKAMYAPPIQGQIRCSSNITGLLLTRDGGNSSSREEIFRPGGGNMRDNWRSELYKYKVVRIEPLGVAPTKAKRRVVQREK..., which amino acid positions are active epitope sites? The epitope positions are: [661, 662, 663, 664, 665, 666, 667, 668, 669, 670, 671, 672, 673]. The amino acids at these positions are: NWFDITNWLWYIK. (3) Given the antigen sequence: MKKLFVVLVVMPLIYGDNFPCSKLTNRTIGNQWNLIETFLLNYSSRLPPNSDVVLGDYFPTVQPWFNCIRNDSNDLYVTLENLKALYWDYATENITWNHRQRLNVVVNGYPYSITVTTTRNFNSAEGAIICICKGSPPTTTTESSLTCNWGSECRLNHKFPICPSNSEANCGNMLYGLQWFADEVVAYLHGASYRISFENQWSGTVTFGDMRATTLEVAGTLVDLWWFNPVYDVSYYRVNNKNGTTVVSNCTDQCASYVANVFTTQPGGFIPSDFSFNNWFLLTNSSTLVSGKLVTKQPLLVNCLWPVPSFEEAASTFCFEGAGFDQCNGAVLNNTVDVIRFNLNFTTNVQSGKGATVFSLNTTGGVTLEISCYTVSDSSFFSYGEIPFGVTDGPRYCYVHYNGTALKYLGTLPPSVKEIAISKWGHFYINGYNFFSTFPIDCISFNLTTGDSDVFWTIAYTSYTEALVQVENTAITKVTYCNSHVNNIKCSQITANLNN..., which amino acid positions are active epitope sites? The epitope positions are: [378, 379, 380, 381, 382, 383, 384, 385, 386, 387]. The amino acids at these positions are: SSFFSYGEIP. (4) The epitope positions are: [289, 290, 291, 292, 293, 294, 295, 296, 297, 298, 299, 300]. The amino acids at these positions are: GAATAAAGGYKA. Given the antigen sequence: MAVQKYTVALFLAVALVAGPAASYAADAGYTPAAAATPATPAATPAAAGGKATTDEQKLLEDVNAGFKAAVAAAANAPPADKFKIFEAAFSESSKGLLATSAAKAPGLIPKLDTAYDVAYKAAEGATPEAKYDAFVTALTEALRVIAGALEVHAVKPATEEVPAAKIPTGELQIVDKIDAAFKIAATAANAAPTNDKFTVFESAFNKALNECTGGAYETYKFIPSLEAAVKQAYAATVAAAPEVKYAVFEAALTKAITAMTQAQKAGKPAAAAATGAATVATGAATAAAGAATAAAGGYKA, which amino acid positions are active epitope sites?